From a dataset of Reaction yield outcomes from USPTO patents with 853,638 reactions. Predict the reaction yield, written as a fraction of the theoretical maximum amount of product (1.0 means a 100% yield; for example, 0.34 means a 34% yield). (1) The reactants are Br[C:2]1[CH:10]=[CH:9][CH:8]=[C:7]2[C:3]=1[C:4]1([C:20]3=[CH:21][C:22]4[O:26][CH2:25][O:24][C:23]=4[CH:27]=[C:19]3[O:18][CH2:17]1)[C:5](=[O:16])[N:6]2[CH2:11][CH2:12][CH2:13][CH2:14][CH3:15].C(N(CC)CC)C.[NH2:35][C:36]1[CH:41]=[CH:40][CH:39]=[CH:38][N:37]=1.[C]=O.CN(C)[CH:46]=[O:47]. The catalyst is C(OCC)(=O)C.C1C=CC([P]([Pd]([P](C2C=CC=CC=2)(C2C=CC=CC=2)C2C=CC=CC=2)([P](C2C=CC=CC=2)(C2C=CC=CC=2)C2C=CC=CC=2)[P](C2C=CC=CC=2)(C2C=CC=CC=2)C2C=CC=CC=2)(C2C=CC=CC=2)C2C=CC=CC=2)=CC=1. The product is [O:16]=[C:5]1[C:4]2([C:20]3=[CH:21][C:22]4[O:26][CH2:25][O:24][C:23]=4[CH:27]=[C:19]3[O:18][CH2:17]2)[C:3]2[C:2]([C:46]([NH:35][C:36]3[CH:41]=[CH:40][CH:39]=[CH:38][N:37]=3)=[O:47])=[CH:10][CH:9]=[CH:8][C:7]=2[N:6]1[CH2:11][CH2:12][CH2:13][CH2:14][CH3:15]. The yield is 0.140. (2) The reactants are [NH2:1][C:2]1[CH:7]=[C:6]([N+:8]([O-:10])=[O:9])[CH:5]=[CH:4][C:3]=1[OH:11].[C:12](N1C=CN=C1)(N1C=CN=C1)=[O:13].O. The catalyst is C1COCC1. The product is [N+:8]([C:6]1[CH:5]=[CH:4][C:3]2[O:11][C:12](=[O:13])[NH:1][C:2]=2[CH:7]=1)([O-:10])=[O:9]. The yield is 0.850. (3) The reactants are CON(C)[C:4]([C@@H:6]1[CH2:11][CH2:10][CH2:9][N:8]([C:12]([O:14][C:15]([CH3:18])([CH3:17])[CH3:16])=[O:13])[CH2:7]1)=[O:5].[C:20]1([Mg]Br)[CH:25]=[CH:24][CH:23]=[CH:22][CH:21]=1.Cl. The catalyst is C1COCC1. The product is [C:4]([C@@H:6]1[CH2:11][CH2:10][CH2:9][N:8]([C:12]([O:14][C:15]([CH3:16])([CH3:17])[CH3:18])=[O:13])[CH2:7]1)(=[O:5])[C:20]1[CH:25]=[CH:24][CH:23]=[CH:22][CH:21]=1. The yield is 1.10.